This data is from Forward reaction prediction with 1.9M reactions from USPTO patents (1976-2016). The task is: Predict the product of the given reaction. Given the reactants [Cl:1][C:2]1[CH:3]=[C:4]([C:9]2([C:24]([F:27])([F:26])[F:25])[O:13][N:12]=[C:11]([C:14]3[CH:22]=[CH:21][C:17]([C:18]([OH:20])=[O:19])=[C:16]([CH3:23])[CH:15]=3)[CH2:10]2)[CH:5]=[C:6]([Cl:8])[CH:7]=1.S(Cl)(Cl)=O.[CH3:32]O, predict the reaction product. The product is: [CH3:32][O:19][C:18](=[O:20])[C:17]1[CH:21]=[CH:22][C:14]([C:11]2[CH2:10][C:9]([C:4]3[CH:5]=[C:6]([Cl:8])[CH:7]=[C:2]([Cl:1])[CH:3]=3)([C:24]([F:25])([F:27])[F:26])[O:13][N:12]=2)=[CH:15][C:16]=1[CH3:23].